Dataset: Reaction yield outcomes from USPTO patents with 853,638 reactions. Task: Predict the reaction yield, written as a fraction of the theoretical maximum amount of product (1.0 means a 100% yield; for example, 0.34 means a 34% yield). (1) The reactants are [Cl:1][C:2]1[CH:10]=[C:6]([C:7]([OH:9])=O)[C:5]([OH:11])=[CH:4][CH:3]=1.[NH2:12][C:13]1[S:14][CH:15]=[C:16]([C:18]2[CH:23]=[CH:22][C:21]([Cl:24])=[CH:20][C:19]=2[Cl:25])[N:17]=1. No catalyst specified. The product is [Cl:1][C:2]1[CH:3]=[CH:4][C:5]([OH:11])=[C:6]([CH:10]=1)[C:7]([NH:12][C:13]1[S:14][CH:15]=[C:16]([C:18]2[CH:23]=[CH:22][C:21]([Cl:24])=[CH:20][C:19]=2[Cl:25])[N:17]=1)=[O:9]. The yield is 0.0800. (2) The reactants are [C:1]1([CH3:19])[CH:6]=[CH:5][CH:4]=[CH:3][C:2]=1[C:7]1[C:17]([NH2:18])=[CH:16][C:10]2[N:11]=[C:12]([NH2:15])[N:13]=[N:14][C:9]=2[CH:8]=1.C[Si]([N-][Si](C)(C)C)(C)C.[K+].[C:30]([N:34]=[C:35]=[O:36])([CH3:33])([CH3:32])[CH3:31].C([O-])(O)=O.[Na+]. The catalyst is O1CCOCC1. The product is [NH2:15][C:12]1[N:13]=[N:14][C:9]2[CH:8]=[C:7]([C:2]3[CH:3]=[CH:4][CH:5]=[CH:6][C:1]=3[CH3:19])[C:17]([NH:18][C:35]([NH:34][C:30]([CH3:33])([CH3:32])[CH3:31])=[O:36])=[CH:16][C:10]=2[N:11]=1. The yield is 0.670. (3) The reactants are [Cl:1][C:2]1[C:11]2[CH:10]=[CH:9][CH:8]=[C:7]([S:12](Cl)(=[O:14])=[O:13])[C:6]=2[CH:5]=[CH:4][N:3]=1.[C:16]([O:20][C:21](=[O:26])[NH:22][CH2:23][CH2:24][NH2:25])([CH3:19])([CH3:18])[CH3:17].CCN(CC)CC. The catalyst is C(Cl)Cl. The product is [C:16]([O:20][C:21](=[O:26])[NH:22][CH2:23][CH2:24][NH:25][S:12]([C:7]1[C:6]2[CH:5]=[CH:4][N:3]=[C:2]([Cl:1])[C:11]=2[CH:10]=[CH:9][CH:8]=1)(=[O:14])=[O:13])([CH3:19])([CH3:17])[CH3:18]. The yield is 0.940. (4) The product is [NH:8]1[C:7]2[CH:6]=[CH:5][C:4]([C:9]3[O:10][C:11]4[C:16]([C:17](=[O:19])[CH:18]=3)=[CH:15][CH:14]=[C:13]([O:20][CH3:21])[C:12]=4[O:22][CH3:23])=[CH:3][C:2]=2[N:1]=[CH:24]1. The yield is 0.770. The reactants are [NH2:1][C:2]1[CH:3]=[C:4]([C:9]2[O:10][C:11]3[C:16]([C:17](=[O:19])[CH:18]=2)=[CH:15][CH:14]=[C:13]([O:20][CH3:21])[C:12]=3[O:22][CH3:23])[CH:5]=[CH:6][C:7]=1[NH2:8].[C:24](=O)(O)[O-].[Na+]. The catalyst is Cl.C(O)=O. (5) The reactants are [F:1][C:2]1[CH:31]=[CH:30][C:5]([C:6](/[N:8]=[C:9]2\[NH:10][C:11]3[CH:27]=[CH:26][C:25]([CH2:28]O)=[CH:24][C:12]=3[N:13]\2[C@@H:14]2[CH2:19][CH2:18][C@H:17]([C:20]([O:22][CH3:23])=[O:21])[CH2:16][CH2:15]2)=[O:7])=[CH:4][CH:3]=1.S(Cl)(Cl)=O.[NH:36]1[CH2:41][CH2:40][CH:39]([C:42]([OH:45])([CH3:44])[CH3:43])[CH2:38][CH2:37]1. The catalyst is C(Cl)Cl. The product is [F:1][C:2]1[CH:31]=[CH:30][C:5]([C:6](/[N:8]=[C:9]2\[NH:10][C:11]3[CH:27]=[CH:26][C:25]([CH2:28][N:36]4[CH2:41][CH2:40][CH:39]([C:42]([OH:45])([CH3:44])[CH3:43])[CH2:38][CH2:37]4)=[CH:24][C:12]=3[N:13]\2[C@@H:14]2[CH2:19][CH2:18][C@H:17]([C:20]([O:22][CH3:23])=[O:21])[CH2:16][CH2:15]2)=[O:7])=[CH:4][CH:3]=1. The yield is 0.810. (6) The reactants are C(O[B:5]1[O:9][C:8]([CH3:11])([CH3:10])[C:7]([CH3:13])([CH3:12])[O:6]1)(C)C.C([Li])CCC.[F:19][C:20]1[CH:21]=[C:22]([CH:30]=[C:31]([F:33])[CH:32]=1)[O:23][CH:24]1[CH2:29][CH2:28][O:27][CH2:26][CH2:25]1. No catalyst specified. The product is [F:33][C:31]1[CH:30]=[C:22]([O:23][CH:24]2[CH2:25][CH2:26][O:27][CH2:28][CH2:29]2)[CH:21]=[C:20]([F:19])[C:32]=1[B:5]1[O:6][C:7]([CH3:12])([CH3:13])[C:8]([CH3:10])([CH3:11])[O:9]1. The yield is 0.330. (7) The reactants are Cl[C:2]1[C:11]2[C:6](=[C:7]([O:14][CH3:15])[C:8]([O:12][CH3:13])=[CH:9][CH:10]=2)[N:5]=[CH:4][N:3]=1.[CH:16]1([C@H:19]2[C@H:23]([NH2:24])[CH2:22][CH2:21][O:20]2)[CH2:18][CH2:17]1.CCN(C(C)C)C(C)C. The catalyst is C(O)(C)C. The product is [CH:16]1([C@H:19]2[C@H:23]([NH:24][C:2]3[C:11]4[C:6](=[C:7]([O:14][CH3:15])[C:8]([O:12][CH3:13])=[CH:9][CH:10]=4)[N:5]=[CH:4][N:3]=3)[CH2:22][CH2:21][O:20]2)[CH2:18][CH2:17]1. The yield is 0.290. (8) The yield is 0.870. The product is [Cl:1][C:2]1[CH:7]=[CH:6][N:5]=[C:4]([C:8]#[N:10])[CH:3]=1. The catalyst is CCOC(C)=O. The reactants are [Cl:1][C:2]1[CH:7]=[CH:6][N:5]=[C:4]([C:8]([NH2:10])=O)[CH:3]=1.C(OC(C(F)(F)F)=O)(C(F)(F)F)=O.CC(OO)=O.C([O-])([O-])=O.[K+].[K+]. (9) The reactants are [N:1]1([C:6]2[CH:13]=[CH:12][C:9]([CH:10]=O)=[CH:8][CH:7]=2)[CH:5]=[N:4][CH:3]=[N:2]1.[C:14]([O-])([O-])=O.[K+].[K+]. The catalyst is O1CCOCC1.[Br-].C[P+](C1C=CC=CC=1)(C1C=CC=CC=1)C1C=CC=CC=1. The product is [CH:10]([C:9]1[CH:12]=[CH:13][C:6]([N:1]2[CH:5]=[N:4][CH:3]=[N:2]2)=[CH:7][CH:8]=1)=[CH2:14]. The yield is 0.630.